This data is from Forward reaction prediction with 1.9M reactions from USPTO patents (1976-2016). The task is: Predict the product of the given reaction. (1) The product is: [NH2:14][C:13]1[N:12]=[CH:11][N:10]=[C:9]2[N:5]([CH:3]3[CH2:2][N:1]([CH2:29][C:30]4([OH:28])[CH2:31][CH2:32][N:33]([C:36]([O:38][C:39]([CH3:42])([CH3:41])[CH3:40])=[O:37])[CH2:34][CH2:35]4)[CH2:4]3)[N:6]=[C:7]([C:15]3[CH:16]=[CH:17][C:18]([O:21][C:22]4[CH:27]=[CH:26][CH:25]=[CH:24][CH:23]=4)=[CH:19][CH:20]=3)[C:8]=12. Given the reactants [NH:1]1[CH2:4][CH:3]([N:5]2[C:9]3=[N:10][CH:11]=[N:12][C:13]([NH2:14])=[C:8]3[C:7]([C:15]3[CH:20]=[CH:19][C:18]([O:21][C:22]4[CH:27]=[CH:26][CH:25]=[CH:24][CH:23]=4)=[CH:17][CH:16]=3)=[N:6]2)[CH2:2]1.[O:28]1[C:30]2([CH2:35][CH2:34][N:33]([C:36]([O:38][C:39]([CH3:42])([CH3:41])[CH3:40])=[O:37])[CH2:32][CH2:31]2)[CH2:29]1, predict the reaction product. (2) Given the reactants [CH2:1]([C:3]1[CH:8]=[CH:7][C:6]([C:9](=O)/[CH:10]=[CH:11]/[C:12]([CH3:15])([CH3:14])[CH3:13])=[CH:5][CH:4]=1)[CH3:2].[NH2:17][C:18]1[NH:22][N:21]=[CH:20][C:19]=1[C:23]([O:25][CH2:26][CH3:27])=[O:24].C(O)(C(F)(F)F)=O, predict the reaction product. The product is: [C:12]([CH:11]1[N:22]2[N:21]=[CH:20][C:19]([C:23]([O:25][CH2:26][CH3:27])=[O:24])=[C:18]2[NH:17][C:9]([C:6]2[CH:7]=[CH:8][C:3]([CH2:1][CH3:2])=[CH:4][CH:5]=2)=[CH:10]1)([CH3:15])([CH3:14])[CH3:13]. (3) Given the reactants [C:1]([NH:8][C@H:9]([C:12]([OH:14])=[O:13])[CH2:10][OH:11])([O:3][C:4]([CH3:7])([CH3:6])[CH3:5])=[O:2].[CH2:15](Br)[C:16]1[CH:21]=[CH:20][CH:19]=[CH:18][CH:17]=1.C(=O)([O-])[O-].[Cs+].[Cs+], predict the reaction product. The product is: [CH2:15]([O:13][C:12](=[O:14])[C@H:9]([CH2:10][OH:11])[NH:8][C:1]([O:3][C:4]([CH3:7])([CH3:6])[CH3:5])=[O:2])[C:16]1[CH:21]=[CH:20][CH:19]=[CH:18][CH:17]=1. (4) Given the reactants [Cl:1][C:2]1[C:7](B2OC(C)(C)C(C)(C)O2)=[CH:6][C:5]([C:17]#[N:18])=[CH:4][C:3]=1[NH:19][C:20](=[O:26])[O:21][C:22]([CH3:25])([CH3:24])[CH3:23].P([O-])([O-])([O-])=O.[K+].[K+].[K+].Br[C:36](=[CH2:40])[CH2:37][CH2:38][OH:39].C1COCC1, predict the reaction product. The product is: [Cl:1][C:2]1[C:7]([C:36]([CH2:37][CH2:38][OH:39])=[CH2:40])=[CH:6][C:5]([C:17]#[N:18])=[CH:4][C:3]=1[NH:19][C:20](=[O:26])[O:21][C:22]([CH3:23])([CH3:24])[CH3:25]. (5) Given the reactants [CH2:1]([NH:3][C:4]1[CH:9]=[CH:8][C:7]2[O:10][CH2:11][O:12][C:6]=2[CH:5]=1)[CH3:2].[O:13]([C:15]#[N:16])[Na], predict the reaction product. The product is: [CH2:1]([N:3]([C:4]1[CH:9]=[CH:8][C:7]2[O:10][CH2:11][O:12][C:6]=2[CH:5]=1)[C:15]([NH2:16])=[O:13])[CH3:2]. (6) Given the reactants Cl[S:2]([OH:5])(=[O:4])=[O:3].[Cl:6][C:7]1[CH:12]=[CH:11][CH:10]=[CH:9][C:8]=1[N:13]1[C:17]([C:18]2[S:19][CH:20]=[CH:21][CH:22]=2)=[CH:16][C:15]([C:23]([F:26])([F:25])[F:24])=[N:14]1.[O-]S([O-])(=O)=O.[Na+].[Na+], predict the reaction product. The product is: [Cl:6][C:7]1[CH:12]=[CH:11][CH:10]=[CH:9][C:8]=1[N:13]1[C:17]([C:18]2[S:19][C:20]([S:2]([OH:5])(=[O:4])=[O:3])=[CH:21][CH:22]=2)=[CH:16][C:15]([C:23]([F:26])([F:24])[F:25])=[N:14]1. (7) The product is: [CH3:14][CH2:13][CH:12]([N:8]1[C:6]2=[N:7][C:2](/[CH:19]=[CH:20]/[CH3:21])=[CH:3][N:4]=[C:5]2[N:10]=[C:9]1[OH:11])[CH2:15][CH3:16]. Given the reactants Br[C:2]1[N:7]=[C:6]2[N:8]([CH:12]([CH2:15][CH3:16])[CH2:13][CH3:14])[C:9]([OH:11])=[N:10][C:5]2=[N:4][CH:3]=1.CN1C[CH2:21][CH2:20][C:19]1=O.C(N(CC)CC)C.C([Sn](CCCC)(CCCC)/C=C/C)CCC, predict the reaction product.